This data is from Reaction yield outcomes from USPTO patents with 853,638 reactions. The task is: Predict the reaction yield, written as a fraction of the theoretical maximum amount of product (1.0 means a 100% yield; for example, 0.34 means a 34% yield). (1) The reactants are Br[CH2:2][CH2:3][CH2:4][CH2:5][O:6][C:7]1[CH:15]=[C:14]2[C:10]([CH:11]=[N:12][N:13]2[C:16]([O:18][C:19]([CH3:22])([CH3:21])[CH3:20])=[O:17])=[CH:9][CH:8]=1.[C:23]1([N:33]2[CH2:38][CH2:37][NH:36][CH2:35][CH2:34]2)[C:32]2[C:27](=[CH:28][CH:29]=[CH:30][CH:31]=2)[CH:26]=[CH:25][CH:24]=1.C(=O)([O-])[O-].[K+].[K+]. The catalyst is C(#N)C. The product is [C:23]1([N:33]2[CH2:38][CH2:37][N:36]([CH2:2][CH2:3][CH2:4][CH2:5][O:6][C:7]3[CH:15]=[C:14]4[C:10]([CH:11]=[N:12][N:13]4[C:16]([O:18][C:19]([CH3:22])([CH3:21])[CH3:20])=[O:17])=[CH:9][CH:8]=3)[CH2:35][CH2:34]2)[C:32]2[C:27](=[CH:28][CH:29]=[CH:30][CH:31]=2)[CH:26]=[CH:25][CH:24]=1. The yield is 0.874. (2) The reactants are [OH:1][C@@H:2]([CH2:26][OH:27])[CH2:3][N:4]1[C:9](=[O:10])[C:8]2[C:11]([NH:17][C:18]3[CH:23]=[CH:22][C:21]([I:24])=[CH:20][C:19]=3[F:25])=[CH:12][C:13](=[O:16])[N:14]([CH3:15])[C:7]=2[N:6]=[CH:5]1.[B-](F)(F)(F)[F:29].[B-](F)(F)(F)F.C1[N+]2(CCl)CC[N+](F)(CC2)C1. The catalyst is CN(C=O)C.C(#N)C. The product is [OH:1][C@@H:2]([CH2:26][OH:27])[CH2:3][N:4]1[C:9](=[O:10])[C:8]2[C:11]([NH:17][C:18]3[CH:23]=[CH:22][C:21]([I:24])=[CH:20][C:19]=3[F:25])=[C:12]([F:29])[C:13](=[O:16])[N:14]([CH3:15])[C:7]=2[N:6]=[CH:5]1. The yield is 0.330.